This data is from Full USPTO retrosynthesis dataset with 1.9M reactions from patents (1976-2016). The task is: Predict the reactants needed to synthesize the given product. (1) Given the product [CH3:55][O:54][C:52](=[O:53])[C:51]1[CH:56]=[CH:57][C:58]([CH3:1])=[C:49]([NH:48][C:20]([C:18]2[C:17](=[O:23])[NH:16][C:14]3[N:15]=[C:10]([O:9][CH3:8])[N:11]=[CH:12][C:13]=3[CH:19]=2)=[O:22])[CH:50]=1, predict the reactants needed to synthesize it. The reactants are: [CH2:1](N(CC)CC)C.[CH3:8][O:9][C:10]1[N:11]=[CH:12][C:13]2[CH:19]=[C:18]([C:20]([OH:22])=O)[C:17](=[O:23])[NH:16][C:14]=2[N:15]=1.CN(C(ON1N=NC2C=CC=NC1=2)=[N+](C)C)C.F[P-](F)(F)(F)(F)F.[NH2:48][C:49]1[CH:50]=[C:51]([CH:56]=[CH:57][C:58]=1Cl)[C:52]([O:54][CH3:55])=[O:53].C(=O)(O)[O-].[Na+]. (2) Given the product [Cl:22][C:20]1[CH:19]=[CH:18][C:16]2[NH:17][C:13]([CH:11]3[CH2:12][N:9]([C:24]4[CH:29]=[C:28]([CH:30]5[CH2:35][CH2:34][O:33][CH2:32][CH2:31]5)[N:27]=[CH:26][N:25]=4)[CH2:10]3)=[N:14][C:15]=2[CH:21]=1, predict the reactants needed to synthesize it. The reactants are: C(=O)([O-])[O-].[Cs+].[Cs+].Cl.Cl.[NH:9]1[CH2:12][CH:11]([C:13]2[NH:17][C:16]3[CH:18]=[CH:19][C:20]([Cl:22])=[CH:21][C:15]=3[N:14]=2)[CH2:10]1.Cl[C:24]1[CH:29]=[C:28]([CH:30]2[CH2:35][CH2:34][O:33][CH2:32][CH2:31]2)[N:27]=[CH:26][N:25]=1.